This data is from Forward reaction prediction with 1.9M reactions from USPTO patents (1976-2016). The task is: Predict the product of the given reaction. The product is: [Cl:1][C:2]1[C:10]([NH2:11])=[CH:9][C:8]([Cl:12])=[CH:7][C:3]=1[C:4]([O:6][CH3:13])=[O:5]. Given the reactants [Cl:1][C:2]1[C:10]([NH2:11])=[CH:9][C:8]([Cl:12])=[CH:7][C:3]=1[C:4]([OH:6])=[O:5].[CH3:13]CCCCC.C[Si](C=[N+]=[N-])(C)C, predict the reaction product.